From a dataset of Forward reaction prediction with 1.9M reactions from USPTO patents (1976-2016). Predict the product of the given reaction. (1) Given the reactants [CH2:1]([N:8]1[CH:12]=[C:11](C(O)=O)[C:10]([C:16]2[CH:21]=[CH:20][CH:19]=[CH:18][CH:17]=2)=[N:9]1)[C:2]1[CH:7]=[CH:6][CH:5]=[CH:4][CH:3]=1.C1C=CC(P([N:36]=[N+]=[N-])(C2C=CC=CC=2)=O)=CC=1.[CH3:39][Si:40]([CH3:45])([CH3:44])[CH2:41][CH2:42][OH:43].[C:46](=[O:49])([O-])O.[Na+], predict the reaction product. The product is: [CH2:1]([N:8]1[CH:12]=[C:11]([NH:36][C:46](=[O:49])[O:43][CH2:42][CH2:41][Si:40]([CH3:45])([CH3:44])[CH3:39])[C:10]([C:16]2[CH:17]=[CH:18][CH:19]=[CH:20][CH:21]=2)=[N:9]1)[C:2]1[CH:3]=[CH:4][CH:5]=[CH:6][CH:7]=1. (2) Given the reactants [CH2:1]([O:5][C:6]([C:8]1[N:9]=[C:10](Br)[C:11]2[C:16]([C:17]=1[OH:18])=[CH:15][C:14]([O:19][C:20]1[CH:28]=[CH:27][C:23]3[O:24][CH2:25][O:26][C:22]=3[CH:21]=1)=[CH:13][CH:12]=2)=[O:7])[CH2:2][CH2:3][CH3:4].[C:30]([Cu])#[N:31], predict the reaction product. The product is: [CH2:1]([O:5][C:6]([C:8]1[N:9]=[C:10]([C:30]#[N:31])[C:11]2[C:16]([C:17]=1[OH:18])=[CH:15][C:14]([O:19][C:20]1[CH:28]=[CH:27][C:23]3[O:24][CH2:25][O:26][C:22]=3[CH:21]=1)=[CH:13][CH:12]=2)=[O:7])[CH2:2][CH2:3][CH3:4]. (3) The product is: [CH3:27][O:1][CH:2]1[CH2:19][N:18]([C:20]([O:22][C:23]([CH3:26])([CH3:25])[CH3:24])=[O:21])[CH2:17][CH2:16][C:3]21[C:7](=[O:8])[N:6]([C:9]1[CH2:10][O:11][C:12](=[O:15])[C:13]=1[CH3:14])[CH2:5][CH2:4]2. Given the reactants [OH:1][CH:2]1[CH2:19][N:18]([C:20]([O:22][C:23]([CH3:26])([CH3:25])[CH3:24])=[O:21])[CH2:17][CH2:16][C:3]21[C:7](=[O:8])[N:6]([C:9]1[CH2:10][O:11][C:12](=[O:15])[C:13]=1[CH3:14])[CH2:5][CH2:4]2.[CH3:27]I, predict the reaction product. (4) Given the reactants [CH3:1][C:2]1[C:10]2[C:5](=[CH:6][CH:7]=[CH:8][C:9]=2[NH2:11])[N:4]([CH2:12][C:13]2[CH:17]=[CH:16][N:15]([CH:18]([CH3:20])[CH3:19])[N:14]=2)[N:3]=1.[Cl:21][C:22]1[CH:27]=[CH:26][N:25]2[C:28]([C:31](OCC)=[O:32])=[CH:29][N:30]=[C:24]2[CH:23]=1.C[Si]([N-][Si](C)(C)C)(C)C.[Li+], predict the reaction product. The product is: [Cl:21][C:22]1[CH:27]=[CH:26][N:25]2[C:28]([C:31]([NH:11][C:9]3[CH:8]=[CH:7][CH:6]=[C:5]4[C:10]=3[C:2]([CH3:1])=[N:3][N:4]4[CH2:12][C:13]3[CH:17]=[CH:16][N:15]([CH:18]([CH3:20])[CH3:19])[N:14]=3)=[O:32])=[CH:29][N:30]=[C:24]2[CH:23]=1.